Dataset: Full USPTO retrosynthesis dataset with 1.9M reactions from patents (1976-2016). Task: Predict the reactants needed to synthesize the given product. The reactants are: [F:1][C:2]1[CH:3]=[C:4]2[C:8](=[CH:9][CH:10]=1)[NH:7][C:6](=[O:11])[CH:5]2[CH2:12][CH2:13][CH2:14][CH2:15]OS(C)(=O)=O.[Cl:21][C:22]1[S:30][C:29]2[CH2:28][CH2:27][NH:26][CH2:25][C:24]=2[CH:23]=1. Given the product [ClH:21].[Cl:21][C:22]1[S:30][C:29]2[CH2:28][CH2:27][N:26]([CH2:15][CH2:14][CH2:13][CH2:12][CH:5]3[C:4]4[C:8](=[CH:9][CH:10]=[C:2]([F:1])[CH:3]=4)[NH:7][C:6]3=[O:11])[CH2:25][C:24]=2[CH:23]=1, predict the reactants needed to synthesize it.